From a dataset of Catalyst prediction with 721,799 reactions and 888 catalyst types from USPTO. Predict which catalyst facilitates the given reaction. (1) Reactant: [CH:1]([N:4]1[CH2:9][CH2:8][N:7]([C:10]2[CH:15]=[CH:14][C:13]([NH:16][C:17]3[C:18]4[N:19]([N:34]=[CH:35][N:36]=4)[C:20]([C:23]4[CH:28]=[CH:27][N:26]=[C:25]([CH2:29][O:30]C(=O)C)[CH:24]=4)=[CH:21][N:22]=3)=[CH:12][CH:11]=2)[CH2:6][CH2:5]1)([CH3:3])[CH3:2].C(=O)([O-])[O-].[K+].[K+].C(O)(=O)CC(CC(O)=O)(C(O)=O)O. Product: [CH:1]([N:4]1[CH2:5][CH2:6][N:7]([C:10]2[CH:11]=[CH:12][C:13]([NH:16][C:17]3[C:18]4[N:19]([N:34]=[CH:35][N:36]=4)[C:20]([C:23]4[CH:28]=[CH:27][N:26]=[C:25]([CH2:29][OH:30])[CH:24]=4)=[CH:21][N:22]=3)=[CH:14][CH:15]=2)[CH2:8][CH2:9]1)([CH3:3])[CH3:2]. The catalyst class is: 5. (2) Reactant: Cl.O1CCOCC1.[CH2:8]([NH:12][C:13]1[N:21]=[C:20]2[C:16]([N:17]=[C:18]([O:34]C)[N:19]2[CH2:22][CH2:23][CH2:24][CH2:25][CH:26]2[CH2:31][CH2:30][O:29][C:28]([CH3:33])([CH3:32])[CH2:27]2)=[C:15]([NH2:36])[N:14]=1)[CH2:9][CH2:10][CH3:11]. Product: [NH2:36][C:15]1[N:14]=[C:13]([NH:12][CH2:8][CH2:9][CH2:10][CH3:11])[N:21]=[C:20]2[C:16]=1[NH:17][C:18](=[O:34])[N:19]2[CH2:22][CH2:23][CH2:24][CH2:25][CH:26]1[CH2:31][CH2:30][O:29][C:28]([CH3:33])([CH3:32])[CH2:27]1. The catalyst class is: 5. (3) Reactant: [NH:1]1[C:5](=[O:6])[CH2:4][C@H:3]2[CH2:7][CH2:8][CH2:9][C@@H:2]12.F[C:11]1[CH:16]=[CH:15][C:14]([I:17])=[CH:13][N:12]=1.C([O-])([O-])=O.[Cs+].[Cs+]. Product: [I:17][C:14]1[CH:15]=[CH:16][C:11]([N:1]2[C:5](=[O:6])[CH2:4][C@H:3]3[CH2:7][CH2:8][CH2:9][C@@H:2]23)=[N:12][CH:13]=1. The catalyst class is: 133.